Dataset: Catalyst prediction with 721,799 reactions and 888 catalyst types from USPTO. Task: Predict which catalyst facilitates the given reaction. Reactant: [O:1]1[CH:5]=[CH:4][C:3]([C:6]2(O)[C:10]3[C:11]([CH3:31])=[C:12]([N:17]4[CH2:22][CH2:21][N:20]([C:23]5[CH:28]=[CH:27][C:26]([O:29][CH3:30])=[CH:25][CH:24]=5)[CH2:19][CH2:18]4)[C:13]([CH3:16])=[C:14]([CH3:15])[C:9]=3[O:8][C:7]2([CH3:33])[CH3:32])=[CH:2]1. Product: [O:1]1[CH:5]=[CH:4][C:3]([CH:6]2[C:10]3[C:11]([CH3:31])=[C:12]([N:17]4[CH2:18][CH2:19][N:20]([C:23]5[CH:28]=[CH:27][C:26]([O:29][CH3:30])=[CH:25][CH:24]=5)[CH2:21][CH2:22]4)[C:13]([CH3:16])=[C:14]([CH3:15])[C:9]=3[O:8][C:7]2([CH3:33])[CH3:32])=[CH:2]1. The catalyst class is: 5.